Predict the reaction yield, written as a fraction of the theoretical maximum amount of product (1.0 means a 100% yield; for example, 0.34 means a 34% yield). From a dataset of Reaction yield outcomes from USPTO patents with 853,638 reactions. (1) The reactants are C1(C)C=CC=CC=1.C(=O)([O-])O.[Na+].I[C:14]1[C:19]([O:20][C:21]2[C:30]3[C:25](=[CH:26][C:27]([O:33][CH3:34])=[C:28]([O:31][CH3:32])[CH:29]=3)[N:24]=[CH:23][CH:22]=2)=[CH:18][CH:17]=[C:16]([CH3:35])[N:15]=1.[O:36]([C:43]1[CH:48]=[CH:47][C:46](B(O)O)=[CH:45][CH:44]=1)[C:37]1[CH:42]=[CH:41][CH:40]=[CH:39][CH:38]=1. The catalyst is O. The product is [CH3:32][O:31][C:28]1[CH:29]=[C:30]2[C:25](=[CH:26][C:27]=1[O:33][CH3:34])[N:24]=[CH:23][CH:22]=[C:21]2[O:20][C:19]1[C:14]([C:46]2[CH:47]=[CH:48][C:43]([O:36][C:37]3[CH:42]=[CH:41][CH:40]=[CH:39][CH:38]=3)=[CH:44][CH:45]=2)=[N:15][C:16]([CH3:35])=[CH:17][CH:18]=1. The yield is 0.960. (2) The product is [ClH:8].[Br:1][C:2]1[CH:3]=[N:4][CH:5]=[C:6]([F:9])[C:7]=1[Cl:8]. The yield is 0.600. The catalyst is CCCCC. The reactants are [Br:1][C:2]1[CH:3]=[N:4][CH:5]=[C:6]([F:9])[C:7]=1[Cl:8].Cl. (3) The reactants are [CH3:1][O:2][C:3]1[CH:8]=[CH:7][C:6]([O:9][CH3:10])=[CH:5][C:4]=1[NH:11][C:12]([CH:14]1[CH2:19][CH2:18][CH2:17][CH2:16][CH2:15]1)=[S:13]. The catalyst is [OH-].[Na+].[Fe-3](C#N)(C#N)(C#N)(C#N)(C#N)C#N.[K+].[K+].[K+]. The product is [CH:14]1([C:12]2[S:13][C:5]3[C:6]([O:9][CH3:10])=[CH:7][CH:8]=[C:3]([O:2][CH3:1])[C:4]=3[N:11]=2)[CH2:19][CH2:18][CH2:17][CH2:16][CH2:15]1. The yield is 0.880. (4) The reactants are [CH:1]1[C:11]2[CH2:10][CH2:9][C:8]3[CH:12]=[CH:13][CH:14]=[CH:15][C:7]=3[C:6](=[CH:16][C:17]3[CH:24]=[CH:23][CH:22]=[CH:21][C:18]=3[CH:19]=O)[C:5]=2[CH:4]=[CH:3][CH:2]=1.Cl.[NH2:26][OH:27].CCOC(C)=O.CCCCCC. The catalyst is CCO.O. The product is [CH:1]1[C:11]2[CH2:10][CH2:9][C:8]3[CH:12]=[CH:13][CH:14]=[CH:15][C:7]=3[C:6](=[CH:16][C:17]3[CH:24]=[CH:23][CH:22]=[CH:21][C:18]=3[CH:19]=[N:26][OH:27])[C:5]=2[CH:4]=[CH:3][CH:2]=1. The yield is 0.720.